This data is from Reaction yield outcomes from USPTO patents with 853,638 reactions. The task is: Predict the reaction yield, written as a fraction of the theoretical maximum amount of product (1.0 means a 100% yield; for example, 0.34 means a 34% yield). (1) The reactants are [Cl:1][CH2:2]C(CCl)=O.[CH2:7]([O:14][C:15]([NH:17][C@H:18]([C:26]([OH:28])=O)[CH2:19][C:20]1[CH:25]=[CH:24][CH:23]=[CH:22][CH:21]=1)=[O:16])[C:8]1[CH:13]=[CH:12][CH:11]=[CH:10][CH:9]=1.[BH4-].[Na+]. The catalyst is CO.O1CCCC1. The product is [CH2:7]([O:14][C:15]([NH:17][C@@H:18]([CH2:19][C:20]1[CH:21]=[CH:22][CH:23]=[CH:24][CH:25]=1)[C@H:26]([OH:28])[CH2:2][Cl:1])=[O:16])[C:8]1[CH:9]=[CH:10][CH:11]=[CH:12][CH:13]=1. The yield is 0.430. (2) The reactants are [S:1]1[CH:3]([C:4]([CH2:6][CH2:7][CH2:8][CH2:9][CH2:10][CH3:11])=[CH2:5])[CH2:2]1. The catalyst is C1C=CC=CC=1. The product is [CH2:6]([C:4]1[CH2:3][S:1][CH2:2][CH:5]=1)[CH2:7][CH2:8][CH2:9][CH2:10][CH3:11]. The yield is 0.950. (3) The reactants are [F:1][C:2]1[CH:46]=[C:45]([F:47])[CH:44]=[CH:43][C:3]=1[O:4][C:5]1[CH:10]=[CH:9][C:8]([N:11](S(CC)(=O)=O)[S:12]([CH2:15][CH3:16])(=[O:14])=[O:13])=[CH:7][C:6]=1[C:22]1[C:23]2[CH:32]=[CH:31][N:30](S(C3C=CC(C)=CC=3)(=O)=O)[C:24]=2[C:25](=[O:29])[N:26]([CH3:28])[CH:27]=1.[OH-].[K+]. The catalyst is [Br-].C[N+](C)(C)CCCCCCCCCCCCCCCC.O1CCCC1.O. The product is [F:1][C:2]1[CH:46]=[C:45]([F:47])[CH:44]=[CH:43][C:3]=1[O:4][C:5]1[CH:10]=[CH:9][C:8]([NH:11][S:12]([CH2:15][CH3:16])(=[O:14])=[O:13])=[CH:7][C:6]=1[C:22]1[C:23]2[CH:32]=[CH:31][NH:30][C:24]=2[C:25](=[O:29])[N:26]([CH3:28])[CH:27]=1. The yield is 0.820. (4) The reactants are Cl[CH2:2][C:3]1[CH:8]=[CH:7][C:6]([O:9][CH2:10][CH2:11][O:12][CH3:13])=[C:5]([O:14][CH2:15][CH2:16][O:17][CH3:18])[CH:4]=1.[C-:19]#[N:20].[K+]. The catalyst is CN(C)C=O.C(OCC)(=O)C. The product is [CH3:18][O:17][CH2:16][CH2:15][O:14][C:5]1[CH:4]=[C:3]([CH2:2][C:19]#[N:20])[CH:8]=[CH:7][C:6]=1[O:9][CH2:10][CH2:11][O:12][CH3:13]. The yield is 0.920. (5) The reactants are C[O:2][CH:3](OC)[CH2:4][O:5][CH2:6][CH2:7][C:8]([O:11][CH3:12])([CH3:10])[CH3:9].C(O)=O. The catalyst is O. The product is [CH3:12][O:11][C:8]([CH3:10])([CH3:9])[CH2:7][CH2:6][O:5][CH2:4][CH:3]=[O:2]. The yield is 0.602. (6) The reactants are FC(F)(F)C(O)=O.[Cl:8][C:9]1[C:10]([F:41])=[C:11]([CH:15]2[C:19]([C:22]3[CH:27]=[CH:26][C:25]([Cl:28])=[CH:24][C:23]=3[F:29])([C:20]#[N:21])[CH:18]([CH2:30][C:31]3([CH3:37])[CH2:36][CH2:35][CH2:34][CH2:33][CH2:32]3)[NH:17][CH:16]2[C:38](O)=[O:39])[CH:12]=[CH:13][CH:14]=1.CC1(C)[O:47][C@@H:46]([CH2:48][CH2:49][NH2:50])[CH2:45][O:44]1.CN(C(ON1N=NC2C=CC=NC1=2)=[N+](C)C)C.F[P-](F)(F)(F)(F)F.CCN(C(C)C)C(C)C.Cl. The catalyst is C(Cl)Cl.O1CCCC1. The product is [OH:47][C@H:46]([CH2:45][OH:44])[CH2:48][CH2:49][NH:50][C:38]([CH:16]1[CH:15]([C:11]2[CH:12]=[CH:13][CH:14]=[C:9]([Cl:8])[C:10]=2[F:41])[C:19]([C:22]2[CH:27]=[CH:26][C:25]([Cl:28])=[CH:24][C:23]=2[F:29])([C:20]#[N:21])[CH:18]([CH2:30][C:31]2([CH3:37])[CH2:36][CH2:35][CH2:34][CH2:33][CH2:32]2)[NH:17]1)=[O:39]. The yield is 0.460.